This data is from Peptide-MHC class II binding affinity with 134,281 pairs from IEDB. The task is: Regression. Given a peptide amino acid sequence and an MHC pseudo amino acid sequence, predict their binding affinity value. This is MHC class II binding data. (1) The peptide sequence is EKSYFAATQFEPLAA. The MHC is HLA-DQA10401-DQB10402 with pseudo-sequence HLA-DQA10401-DQB10402. The binding affinity (normalized) is 0.656. (2) The peptide sequence is LKIIAVFDSKLIS. The MHC is HLA-DQA10101-DQB10501 with pseudo-sequence HLA-DQA10101-DQB10501. The binding affinity (normalized) is 0.389. (3) The peptide sequence is PARLIVFPDLGVR. The MHC is DRB1_1501 with pseudo-sequence DRB1_1501. The binding affinity (normalized) is 0.794. (4) The peptide sequence is CDEFINVPEWSYIVEKA. The MHC is DRB1_0301 with pseudo-sequence DRB1_0301. The binding affinity (normalized) is 0.425. (5) The peptide sequence is YQRSEEEKFPYIMGD. The MHC is DRB3_0101 with pseudo-sequence DRB3_0101. The binding affinity (normalized) is 0.380. (6) The peptide sequence is QAVLTATNFFGINTI. The MHC is HLA-DPA10201-DPB11401 with pseudo-sequence HLA-DPA10201-DPB11401. The binding affinity (normalized) is 0.292. (7) The peptide sequence is LLKILVLSILSSPTK. The MHC is H-2-IAb with pseudo-sequence H-2-IAb. The binding affinity (normalized) is 0.150. (8) The peptide sequence is IGMTNRATWASHIHL. The MHC is DRB3_0301 with pseudo-sequence DRB3_0301. The binding affinity (normalized) is 0.689. (9) The peptide sequence is KIIGGIGGFIKVRQYDQIPI. The MHC is DRB4_0101 with pseudo-sequence DRB4_0103. The binding affinity (normalized) is 0.442. (10) The peptide sequence is QWAQDLTLPWQSGSG. The MHC is DRB1_1101 with pseudo-sequence DRB1_1101. The binding affinity (normalized) is 0.176.